Dataset: Full USPTO retrosynthesis dataset with 1.9M reactions from patents (1976-2016). Task: Predict the reactants needed to synthesize the given product. Given the product [C:1]([O:5][C:6]([N:8]1[CH2:13][CH2:12][N:11]([CH:17]2[CH2:21][CH2:20][CH2:19][CH2:18]2)[CH2:10][CH2:9]1)=[O:7])([CH3:4])([CH3:2])[CH3:3], predict the reactants needed to synthesize it. The reactants are: [C:1]([O:5][C:6]([N:8]1[CH2:13][CH2:12][NH:11][CH2:10][CH2:9]1)=[O:7])([CH3:4])([CH3:3])[CH3:2].[H-].[Na+].Br[CH:17]1[CH2:21][CH2:20][CH2:19][CH2:18]1.